The task is: Predict which catalyst facilitates the given reaction.. This data is from Catalyst prediction with 721,799 reactions and 888 catalyst types from USPTO. Reactant: Cl.[CH3:2][NH:3][C:4](=[O:12])[C@H:5](C(=O)OC)[NH:6][CH3:7].[CH3:13]CN=C=NCCCN(C)C.Cl.C1C=CC2N(O)N=NC=2C=1.CCN(C(C)C)C(C)C.[N:44]1([CH2:50][CH2:51][CH2:52][O:53][C:54]2[CH:59]=[CH:58][C:57]([C:60]3[CH:65]=[CH:64][C:63]([C:66]([OH:68])=O)=[CH:62][CH:61]=3)=[CH:56][CH:55]=2)[CH2:49][CH2:48][O:47][CH2:46][CH2:45]1.[C:69](=[O:72])([O-])[OH:70].[Na+]. Product: [CH3:13][O:70][C:69](=[O:72])[CH:5]([N:6]([CH3:7])[C:66]([C:63]1[CH:64]=[CH:65][C:60]([C:57]2[CH:56]=[CH:55][C:54]([O:53][CH2:52][CH2:51][CH2:50][N:44]3[CH2:49][CH2:48][O:47][CH2:46][CH2:45]3)=[CH:59][CH:58]=2)=[CH:61][CH:62]=1)=[O:68])[C:4]([NH:3][CH3:2])=[O:12]. The catalyst class is: 18.